Dataset: Full USPTO retrosynthesis dataset with 1.9M reactions from patents (1976-2016). Task: Predict the reactants needed to synthesize the given product. (1) Given the product [Cl:1][C:2]1[C:7]([NH:8][S:9]([CH3:12])(=[O:10])=[O:11])=[CH:6][C:5]([C:13]2[CH:21]=[C:20]3[C:16]([CH:17]=[N:18][NH:19]3)=[C:15]([C:32]3[O:33][C:34]([CH2:37][N:42]4[CH2:41][C@H:40]([CH3:39])[O:45][C@H:44]([CH3:46])[CH2:43]4)=[N:35][N:36]=3)[CH:14]=2)=[CH:4][N:3]=1, predict the reactants needed to synthesize it. The reactants are: [Cl:1][C:2]1[C:7]([NH:8][S:9]([CH3:12])(=[O:11])=[O:10])=[CH:6][C:5]([C:13]2[CH:21]=[C:20]3[C:16]([CH:17]=[N:18][N:19]3S(C3C=CC(C)=CC=3)(=O)=O)=[C:15]([C:32]3[O:33][C:34]([CH2:37]Cl)=[N:35][N:36]=3)[CH:14]=2)=[CH:4][N:3]=1.[CH3:39][C@H:40]1[O:45][C@@H:44]([CH3:46])[CH2:43][NH:42][CH2:41]1. (2) Given the product [F:1][C:2]1[C:7]([F:8])=[CH:6][CH:5]=[CH:4][C:3]=1[CH2:9][S:10][C:11]1[N:16]=[C:15]([NH:17][S:18]([N:21]2[CH2:24][CH2:23][CH2:22]2)(=[O:20])=[O:19])[CH:14]=[C:13]([O:25][CH2:26][C@H:27]([OH:28])[CH2:31][OH:30])[N:12]=1, predict the reactants needed to synthesize it. The reactants are: [F:1][C:2]1[C:7]([F:8])=[CH:6][CH:5]=[CH:4][C:3]=1[CH2:9][S:10][C:11]1[N:16]=[C:15]([NH:17][S:18]([N:21]2[CH2:24][CH2:23][CH2:22]2)(=[O:20])=[O:19])[CH:14]=[C:13]([O:25][CH2:26][C@H:27]2[CH2:31][O:30]C3(CCCCC3)[O:28]2)[N:12]=1.O.C1(C)C=CC(S([O-])(=O)=O)=CC=1.[NH+]1C=CC=CC=1. (3) The reactants are: C([NH:8][CH:9]1[CH2:14][CH2:13][CH:12]([S:15]([C:18]2[CH:23]=[CH:22][CH:21]=[C:20]([C:24]([F:27])([F:26])[F:25])[CH:19]=2)(=[O:17])=[O:16])[CH2:11][CH2:10]1)C1C=CC=CC=1. Given the product [F:27][C:24]([F:25])([F:26])[C:20]1[CH:19]=[C:18]([S:15]([CH:12]2[CH2:11][CH2:10][CH:9]([NH2:8])[CH2:14][CH2:13]2)(=[O:17])=[O:16])[CH:23]=[CH:22][CH:21]=1, predict the reactants needed to synthesize it. (4) Given the product [CH3:1][O:2][C:3]1[CH:24]=[CH:23][C:6]2[CH2:7][C:8]3[C:13]([N:14]4[CH2:19][CH2:18][CH2:17][CH2:16][CH2:15]4)=[C:12]([C:20]#[N:21])[C:11]4[CH2:7][C:6]5[CH:5]=[CH:4][CH:3]=[CH:24][C:23]=5[C:9]=4[C:9]=3[C:5]=2[CH:4]=1, predict the reactants needed to synthesize it. The reactants are: [CH3:1][O:2][C:3]1[CH:24]=[C:23]2[C:6]([CH2:7][C:8]3[C:13]([N:14]4[CH2:19][CH2:18][CH2:17][CH2:16][CH2:15]4)=[C:12]([C:20]#[N:21])[C:11](=O)O[C:9]=32)=[CH:5][CH:4]=1.[H-].[Na+].